Dataset: Reaction yield outcomes from USPTO patents with 853,638 reactions. Task: Predict the reaction yield, written as a fraction of the theoretical maximum amount of product (1.0 means a 100% yield; for example, 0.34 means a 34% yield). (1) The reactants are [C:1]([O:5][C:6](=[O:16])[NH:7][C@@H:8]([C:10](=[O:15])N(OC)C)[CH3:9])([CH3:4])([CH3:3])[CH3:2].[CH3:17][Mg]Br. The catalyst is C1COCC1. The product is [C:1]([O:5][C:6](=[O:16])[NH:7][C@H:8]([CH3:9])[C:10](=[O:15])[CH3:17])([CH3:2])([CH3:3])[CH3:4]. The yield is 0.910. (2) The reactants are COC1C=CC(C[NH:8][CH2:9][CH2:10][CH:11]([CH2:24][CH2:25][NH:26]CC2C=CC(OC)=CC=2)[CH2:12][CH2:13][NH:14]CC2C=CC(OC)=CC=2)=CC=1. The catalyst is CO.[OH-].[OH-].[Pd+2]. The product is [NH2:8][CH2:9][CH2:10][CH:11]([CH2:24][CH2:25][NH2:26])[CH2:12][CH2:13][NH2:14]. The yield is 0.500. (3) The reactants are [CH:1]([Mg]Cl)([CH3:3])[CH3:2].[C:6]([NH:10][C:11](=[O:19])[C:12]1[CH:17]=[CH:16][C:15]([Cl:18])=[N:14][CH:13]=1)([CH3:9])([CH3:8])[CH3:7].CO.ClC1C(=O)C(C#N)=C(C#N)C(=O)C=1Cl. The catalyst is C1COCC1. The product is [C:6]([NH:10][C:11](=[O:19])[C:12]1[C:17]([CH:1]([CH3:3])[CH3:2])=[CH:16][C:15]([Cl:18])=[N:14][CH:13]=1)([CH3:9])([CH3:7])[CH3:8]. The yield is 0.560. (4) The reactants are C([O:3][C:4](=O)[CH2:5][C:6]([CH3:11])([CH3:10])[CH:7]([CH3:9])[CH3:8])C.[H-].[H-].[H-].[H-].[Li+].[Al+3]. The catalyst is C(OCC)C. The product is [CH3:10][C:6]([CH3:11])([CH:7]([CH3:9])[CH3:8])[CH2:5][CH2:4][OH:3]. The yield is 1.00. (5) The reactants are [C:1]([NH:8][C@@H:9]([C:14]([OH:16])=O)[C:10]([CH3:13])([CH3:12])[CH3:11])([O:3][C:4]([CH3:7])([CH3:6])[CH3:5])=[O:2].[OH:17][C:18]1([C:24]2[CH:29]=[CH:28][CH:27]=[CH:26][CH:25]=2)[CH2:23][CH2:22][NH:21][CH2:20][CH2:19]1.C1C=CC2N(O)N=NC=2C=1.C(Cl)CCl.C(N(CC)C(C)C)(C)C. The product is [C:4]([O:3][C:1](=[O:2])[NH:8][C@@H:9]([C:14]([N:21]1[CH2:22][CH2:23][C:18]([OH:17])([C:24]2[CH:25]=[CH:26][CH:27]=[CH:28][CH:29]=2)[CH2:19][CH2:20]1)=[O:16])[C:10]([CH3:11])([CH3:12])[CH3:13])([CH3:5])([CH3:6])[CH3:7]. The catalyst is CN(C=O)C. The yield is 0.950. (6) The reactants are [C:1]([O:5][C:6]([N:8]1[CH2:12][CH:11]([S:13][C:14]2[CH:19]=[CH:18][C:17]([OH:20])=[CH:16][CH:15]=2)[CH:10]([OH:21])[CH2:9]1)=[O:7])([CH3:4])([CH3:3])[CH3:2].C([O-])([O-])=O.[K+].[K+].[CH2:28](Br)[C:29]1[CH:34]=[CH:33][CH:32]=[CH:31][CH:30]=1. The catalyst is CC(C)=O. The product is [C:1]([O:5][C:6]([N:8]1[CH2:9][CH:10]([OH:21])[CH:11]([S:13][C:14]2[CH:15]=[CH:16][C:17]([O:20][CH2:28][C:29]3[CH:34]=[CH:33][CH:32]=[CH:31][CH:30]=3)=[CH:18][CH:19]=2)[CH2:12]1)=[O:7])([CH3:4])([CH3:2])[CH3:3]. The yield is 0.810.